Dataset: Drug-target binding data from BindingDB using IC50 measurements. Task: Regression. Given a target protein amino acid sequence and a drug SMILES string, predict the binding affinity score between them. We predict pIC50 (pIC50 = -log10(IC50 in M); higher means more potent). Dataset: bindingdb_ic50. (1) The target protein (Q97R46) has sequence MSNFAIILAAGKGTRMKSDLPKVLHKVAGISMLEHVFRSVGAIQPEKTVTVVGHKAELVEEVLAGQTEFVTQSEQLGTGHAVMMTEPILEGLSGHTLVIAGDTPLITGESLKNLIDFHINHKNVATILTAETDNPFGYGRIVRNDNAEVLRIVEQKDATDFEKQIKEINTGTYVFDNERLFEALKNINTNNAQGEYYITDVIGIFRETGEKVGAYTLKDFDESLGVNDRVALATAESVMRRRINHKHMVNGVSFVNPEATYIDIDVEIASEVQIEANVTLKGQTKIGAETVLTNGTYVVDSTIGAGAVITNSMIEESSVADGVIVGPYAHIRPNSSLGAQVHIGNFVEVKGSSIGENTKAGHLTYIGNCEVGSNVNFGAGTITVNYDGKNKYKTVIGNNVFVGSNSTIIAPVELGDNSLVGAGSTITKDVPADAIAIGRGRQINKDEYATRLPHHPKNQ. The pIC50 is 3.7. The compound is COc1cc(OC)c(S(=O)(=O)N(C)C)cc1NC(C)=O. (2) The drug is C[C@H](NC(=O)[C@@H](CO)NC(=O)OCc1ccccc1)C(=O)N[C@H]1CCCN(C(=N)N)C1O. The target protein (P00747) has sequence MEHKEVVLLLLLFLKSGQGEPLDDYVNTQGASLFSVTKKQLGAGSIEECAAKCEEDEEFTCRAFQYHSKEQQCVIMAENRKSSIIIRMRDVVLFEKKVYLSECKTGNGKNYRGTMSKTKNGITCQKWSSTSPHRPRFSPATHPSEGLEENYCRNPDNDPQGPWCYTTDPEKRYDYCDILECEEECMHCSGENYDGKISKTMSGLECQAWDSQSPHAHGYIPSKFPNKNLKKNYCRNPDRELRPWCFTTDPNKRWELCDIPRCTTPPPSSGPTYQCLKGTGENYRGNVAVTVSGHTCQHWSAQTPHTHNRTPENFPCKNLDENYCRNPDGKRAPWCHTTNSQVRWEYCKIPSCDSSPVSTEQLAPTAPPELTPVVQDCYHGDGQSYRGTSSTTTTGKKCQSWSSMTPHRHQKTPENYPNAGLTMNYCRNPDADKGPWCFTTDPSVRWEYCNLKKCSGTEASVVAPPPVVLLPDVETPSEEDCMFGNGKGYRGKRATTVTGT.... The pIC50 is 6.0.